Task: Predict the product of the given reaction.. Dataset: Forward reaction prediction with 1.9M reactions from USPTO patents (1976-2016) (1) Given the reactants [CH2:1]([O:8][CH2:9][C:10]([OH:23])([CH3:22])[CH2:11][O:12][C:13]1[C:14](Br)=[C:15]([CH:18]=[CH:19][CH:20]=1)[CH:16]=[O:17])[C:2]1[CH:7]=[CH:6][CH:5]=[CH:4][CH:3]=1.[B:24]1([B:24]2[O:28][C:27]([CH3:30])([CH3:29])[C:26]([CH3:32])([CH3:31])[O:25]2)[O:28][C:27]([CH3:30])([CH3:29])[C:26]([CH3:32])([CH3:31])[O:25]1.CC([O-])=O.[K+].C(OCC)(=O)C, predict the reaction product. The product is: [CH2:1]([O:8][CH2:9][C:10]([OH:23])([CH3:22])[CH2:11][O:12][C:13]1[C:14]([B:24]2[O:28][C:27]([CH3:30])([CH3:29])[C:26]([CH3:32])([CH3:31])[O:25]2)=[C:15]([CH:18]=[CH:19][CH:20]=1)[CH:16]=[O:17])[C:2]1[CH:7]=[CH:6][CH:5]=[CH:4][CH:3]=1. (2) Given the reactants [Br:1][C:2]1[CH:3]=[N:4][C:5]2[C:10]([CH:11]=1)=[CH:9][C:8]([O:12][CH:13]([S:22][CH3:23])[C:14]([NH:16][C:17]([CH3:21])([CH3:20])[CH:18]=O)=[O:15])=[CH:7][CH:6]=2.N1C=CC=CC=1.Cl.[CH2:31]([O:35][NH2:36])[CH2:32][CH2:33][CH3:34].C([O-])(O)=O.[Na+], predict the reaction product. The product is: [Br:1][C:2]1[CH:3]=[N:4][C:5]2[C:10]([CH:11]=1)=[CH:9][C:8]([O:12][CH:13]([S:22][CH3:23])[C:14]([NH:16][C:17]([CH3:21])([CH3:20])[CH:18]=[N:36][O:35][CH2:31][CH2:32][CH2:33][CH3:34])=[O:15])=[CH:7][CH:6]=2. (3) Given the reactants [C@@H:1]1([O:12][C:13]2[CH:18]=[CH:17][CH:16]=[CH:15][C:14]=2[CH2:19][C:20]2[CH:25]=[CH:24][C:23]([C:26]#[CH:27])=[CH:22][CH:21]=2)[O:9][C@H:8]([CH2:10][OH:11])[C@@H:6]([OH:7])[C@H:4]([OH:5])[C@H:2]1[OH:3].Cl[C:29]([O:31][CH3:32])=[O:30].Cl, predict the reaction product. The product is: [CH3:32][O:31][C:29]([O:11][CH2:10][C@H:8]1[O:9][C@@H:1]([O:12][C:13]2[CH:18]=[CH:17][CH:16]=[CH:15][C:14]=2[CH2:19][C:20]2[CH:21]=[CH:22][C:23]([C:26]#[CH:27])=[CH:24][CH:25]=2)[C@H:2]([OH:3])[C@@H:4]([OH:5])[C@@H:6]1[OH:7])=[O:30]. (4) Given the reactants [NH:1]1[CH2:5][CH2:4][C@H:3]([NH:6][C:7]2[C:12]([C:13]3[N:14]=[C:15]4[CH:21]=[CH:20][N:19]([CH2:22][O:23][CH2:24][CH2:25][Si:26]([CH3:29])([CH3:28])[CH3:27])[C:16]4=[N:17][CH:18]=3)=[CH:11][CH:10]=[CH:9][N:8]=2)[CH2:2]1.[C:30](OC(=O)C)(=[O:32])[CH3:31], predict the reaction product. The product is: [CH3:27][Si:26]([CH3:29])([CH3:28])[CH2:25][CH2:24][O:23][CH2:22][N:19]1[C:16]2=[N:17][CH:18]=[C:13]([C:12]3[C:7]([NH:6][C@H:3]4[CH2:4][CH2:5][N:1]([C:30](=[O:32])[CH3:31])[CH2:2]4)=[N:8][CH:9]=[CH:10][CH:11]=3)[N:14]=[C:15]2[CH:21]=[CH:20]1. (5) Given the reactants [F:1][CH:2]1[CH2:5][N:4]([C:6]([C@H:8]([NH:12][C:13]([C:15]2[C:23]3[C:18](=[N:19][CH:20]=[C:21]([C:24]4[C:32]5[C:27](=[CH:28][C:29]([F:33])=[CH:30][CH:31]=5)[N:26]([CH3:34])[N:25]=4)[N:22]=3)[N:17](COCC[Si](C)(C)C)[CH:16]=2)=[O:14])[CH2:9][CH2:10][CH3:11])=[O:7])[CH2:3]1.FC(F)(F)C(O)=O.C(N)CN, predict the reaction product. The product is: [F:1][CH:2]1[CH2:5][N:4]([C:6]([C@H:8]([NH:12][C:13]([C:15]2[C:23]3[C:18](=[N:19][CH:20]=[C:21]([C:24]4[C:32]5[C:27](=[CH:28][C:29]([F:33])=[CH:30][CH:31]=5)[N:26]([CH3:34])[N:25]=4)[N:22]=3)[NH:17][CH:16]=2)=[O:14])[CH2:9][CH2:10][CH3:11])=[O:7])[CH2:3]1. (6) The product is: [CH3:4][O:5][C:6]1[C@@:7]2([CH2:14][CH:15]=[C:16]([CH3:18])[CH3:17])[CH2:19][CH:20]3[O:22][C@@:8]2([O:12][CH3:13])[C@H:9]([CH2:10][CH:11]=1)[C@@:21]3([CH2:24][CH2:25][CH2:26][C:27]([O:30][Si:31]([CH2:36][CH3:37])([CH2:34][CH3:35])[CH2:32][CH3:33])([CH3:29])[CH3:28])[CH3:23]. Given the reactants C(Cl)Cl.[CH3:4][O:5][C:6]1[C:7]([CH2:19][C@@H:20]2[O:22][C@:21]2([CH2:24][CH2:25][CH2:26][C:27]([O:30][Si:31]([CH2:36][CH3:37])([CH2:34][CH3:35])[CH2:32][CH3:33])([CH3:29])[CH3:28])[CH3:23])([CH2:14][CH:15]=[C:16]([CH3:18])[CH3:17])[C:8]([O:12][CH3:13])=[CH:9][CH2:10][CH:11]=1.N1C(C)=CC=CC=1C.FC(F)(F)S(O[Si](C)(C)C)(=O)=O, predict the reaction product.